From a dataset of Catalyst prediction with 721,799 reactions and 888 catalyst types from USPTO. Predict which catalyst facilitates the given reaction. (1) Reactant: [Cl:1][C:2]1[CH:18]=[CH:17][C:5]2[NH:6][C:7]([C@@H:9]([NH2:16])[CH2:10][C:11]3[N:12]=[CH:13][NH:14][CH:15]=3)=[N:8][C:4]=2[CH:3]=1.[CH3:19][C:20]1[CH:21]=[C:22]([CH:26]=[CH:27][C:28]=1[C:29]([N:31]1[CH2:35][CH2:34][CH2:33][CH2:32]1)=[O:30])[C:23](O)=[O:24].ClCl. Product: [Cl:1][C:2]1[CH:18]=[CH:17][C:5]2[NH:6][C:7]([C@@H:9]([NH:16][C:23](=[O:24])[C:22]3[CH:26]=[CH:27][C:28]([C:29]([N:31]4[CH2:32][CH2:33][CH2:34][CH2:35]4)=[O:30])=[C:20]([CH3:19])[CH:21]=3)[CH2:10][C:11]3[N:12]=[CH:13][NH:14][CH:15]=3)=[N:8][C:4]=2[CH:3]=1. The catalyst class is: 98. (2) Reactant: [NH2:1][C:2]1[CH:7]=[CH:6][CH:5]=[CH:4][CH:3]=1.[CH2:8]([O:10][C:11](=[O:19])[C:12](=[CH:15]OCC)[C:13]#[N:14])[CH3:9]. Product: [CH2:8]([O:10][C:11](=[O:19])[C:12](=[CH:15][NH:1][C:2]1[CH:7]=[CH:6][CH:5]=[CH:4][CH:3]=1)[C:13]#[N:14])[CH3:9]. The catalyst class is: 17. (3) The catalyst class is: 16. Reactant: CS(O[CH2:6][C@H:7]1[CH2:18][CH2:17][C:16]2[S:15][C:14]3[C:9](=[C:10]([O:19][CH:20]4[CH2:25][CH2:24][CH:23]([N:26]5[CH2:32][C:28]6([CH2:31][O:30][CH2:29]6)[CH2:27]5)[CH2:22][CH2:21]4)[N:11]=[CH:12][N:13]=3)[C:8]1=2)(=O)=O.[C-:33]#[N:34].[Na+]. Product: [CH2:31]1[C:28]2([CH2:27][N:26]([CH:23]3[CH2:24][CH2:25][CH:20]([O:19][C:10]4[N:11]=[CH:12][N:13]=[C:14]5[C:9]=4[C:8]4[C@@H:7]([CH2:6][C:33]#[N:34])[CH2:18][CH2:17][C:16]=4[S:15]5)[CH2:21][CH2:22]3)[CH2:32]2)[CH2:29][O:30]1. (4) Reactant: C1C2C(COC(=O)[NH:17][CH2:18][CH2:19][CH2:20][CH2:21][CH2:22][C:23]([NH:25][C@@H:26]([CH2:30][S:31][C:32]([C:45]3[CH:50]=[CH:49][CH:48]=[CH:47][CH:46]=3)([C:39]3[CH:44]=[CH:43][CH:42]=[CH:41][CH:40]=3)[C:33]3[CH:38]=[CH:37][CH:36]=[CH:35][CH:34]=3)[C:27]([NH2:29])=[O:28])=[O:24])C3C(=CC=CC=3)C=2C=CC=1.CCN(C(C)C)C(C)C. Product: [NH2:17][CH2:18][CH2:19][CH2:20][CH2:21][CH2:22][C:23]([NH:25][C@@H:26]([CH2:30][S:31][C:32]([C:45]1[CH:50]=[CH:49][CH:48]=[CH:47][CH:46]=1)([C:33]1[CH:38]=[CH:37][CH:36]=[CH:35][CH:34]=1)[C:39]1[CH:40]=[CH:41][CH:42]=[CH:43][CH:44]=1)[C:27]([NH2:29])=[O:28])=[O:24]. The catalyst class is: 9. (5) Reactant: C(OC([N:8]1[CH2:14][CH2:13][C:12]2[CH:15]=[C:16]([O:38][CH3:39])[C:17]([NH:19][S:20]([C:23]3[CH:28]=[CH:27][C:26]([CH2:29][NH:30][C:31]4[CH:36]=[CH:35][C:34]([F:37])=[CH:33][CH:32]=4)=[CH:25][CH:24]=3)(=[O:22])=[O:21])=[CH:18][C:11]=2[CH2:10][CH2:9]1)=O)(C)(C)C.[ClH:40]. Product: [ClH:40].[F:37][C:34]1[CH:35]=[CH:36][C:31]([NH:30][CH2:29][C:26]2[CH:25]=[CH:24][C:23]([S:20]([NH:19][C:17]3[C:16]([O:38][CH3:39])=[CH:15][C:12]4[CH2:13][CH2:14][NH:8][CH2:9][CH2:10][C:11]=4[CH:18]=3)(=[O:22])=[O:21])=[CH:28][CH:27]=2)=[CH:32][CH:33]=1. The catalyst class is: 25. (6) Reactant: [Cl:1][C:2]1[C:3]([C:12]2[O:13][CH:14]=[CH:15][CH:16]=2)=[N:4][C:5]([NH2:11])=[N:6][C:7]=1[S:8]([CH3:10])=O.SC[CH2:19][C:20]1[CH:25]=[CH:24][CH:23]=[CH:22][N:21]=1.C1CCN2C(=NCCC2)CC1. Product: [Cl:1][C:2]1[C:3]([C:12]2[O:13][CH:14]=[CH:15][CH:16]=2)=[N:4][C:5]([NH2:11])=[N:6][C:7]=1[S:8][CH2:10][CH2:19][C:20]1[CH:25]=[CH:24][CH:23]=[CH:22][N:21]=1. The catalyst class is: 12. (7) Reactant: C(O)C.[OH-].[K+].[NH2:6][C:7]1[CH:8]=[C:9]([CH:24]=[CH:25][C:26]=1[NH2:27])[O:10][CH2:11][CH2:12][CH2:13][CH2:14][CH2:15][NH:16][C:17](=[O:23])[O:18][C:19]([CH3:22])([CH3:21])[CH3:20].[C:28](=S)=[S:29]. Product: [SH:29][C:28]1[NH:27][C:26]2[CH:25]=[CH:24][C:9]([O:10][CH2:11][CH2:12][CH2:13][CH2:14][CH2:15][NH:16][C:17](=[O:23])[O:18][C:19]([CH3:20])([CH3:21])[CH3:22])=[CH:8][C:7]=2[N:6]=1. The catalyst class is: 6.